From a dataset of Reaction yield outcomes from USPTO patents with 853,638 reactions. Predict the reaction yield, written as a fraction of the theoretical maximum amount of product (1.0 means a 100% yield; for example, 0.34 means a 34% yield). (1) The reactants are C([N:8]1[CH2:13][CH2:12][C:11]([CH2:20][N:21]2[CH2:26][CH2:25][N:24]([CH3:27])[CH2:23][CH2:22]2)([C:14]2[CH:19]=[CH:18][CH:17]=[CH:16][CH:15]=2)[CH2:10][CH2:9]1)C1C=CC=CC=1.[H][H]. The catalyst is CO.[Pd]. The product is [CH3:27][N:24]1[CH2:25][CH2:26][N:21]([CH2:20][C:11]2([C:14]3[CH:19]=[CH:18][CH:17]=[CH:16][CH:15]=3)[CH2:10][CH2:9][NH:8][CH2:13][CH2:12]2)[CH2:22][CH2:23]1. The yield is 0.920. (2) The reactants are [OH:1][C@@H:2]([CH2:24][OH:25])[CH2:3][C:4]1[CH:5]=[C:6]([F:23])[C:7]([C:10]2[CH2:15][CH2:14][N:13](C(OC(C)(C)C)=O)[CH2:12][CH:11]=2)=[N:8][CH:9]=1.Cl.C(OCC)C. The catalyst is ClCCl.O1CCOCC1. The product is [F:23][C:6]1[C:7]([C:10]2[CH2:15][CH2:14][NH:13][CH2:12][CH:11]=2)=[N:8][CH:9]=[C:4]([CH2:3][C@@H:2]([OH:1])[CH2:24][OH:25])[CH:5]=1. The yield is 0.920. (3) The reactants are [O:1]1[C:7]2[CH:8]=[CH:9][CH:10]=[CH:11][C:6]=2[C:5](=[O:12])[NH:4][C:3](=O)[CH2:2]1.C(=O)([O-])[O-].[K+].[K+].Br[CH2:21][CH2:22][CH2:23][CH2:24][Cl:25].O1CCOCC1.[ClH:32]. The catalyst is CC(C)=O.P(Cl)(Cl)(Cl)=O. The product is [Cl:32][C:3]1[N:4]([CH2:21][CH2:22][CH2:23][CH2:24][Cl:25])[C:5](=[O:12])[C:6]2[CH:11]=[CH:10][CH:9]=[CH:8][C:7]=2[O:1][CH:2]=1. The yield is 0.450. (4) The reactants are [CH3:1][O:2][C:3]1[C:4](C(O)=O)=[CH:5][C:6]2[C:11]([CH:12]=1)=[CH:10][CH:9]=[CH:8][CH:7]=2.CC[N:18]([CH2:21]C)CC.C1(P(N=[N+]=[N-])(C2C=CC=CC=2)=[O:30])C=CC=CC=1.[NH2:40][C:41]1[CH:46]=[CH:45][C:44]([CH3:47])=[CH:43][CH:42]=1. The catalyst is C1(C)C=CC=CC=1. The product is [CH3:1][O:2][C:3]1[C:4]([NH:18][C:21]([NH:40][C:41]2[CH:46]=[CH:45][C:44]([CH3:47])=[CH:43][CH:42]=2)=[O:30])=[CH:5][C:6]2[C:11]([CH:12]=1)=[CH:10][CH:9]=[CH:8][CH:7]=2. The yield is 0.610. (5) The reactants are [NH:1]([C:9]([O:11][C:12]([CH3:15])([CH3:14])[CH3:13])=[O:10])[C@H:2]([C:6]([OH:8])=O)[CH:3]([CH3:5])[CH3:4].C(N1[CH:27]=[CH:26]N=C1)(N1C=CN=C1)=O.[Cl-].[Mg+2].[Cl-].C(O)(=O)[CH2:32][C:33]([OH:35])=[O:34].C([K])C. The catalyst is C1COCC1. The product is [C:12]([O:11][C:9]([NH:1][C@@H:2]([CH:3]([CH3:4])[CH3:5])[C:6](=[O:8])[CH2:32][C:33]([O:35][CH2:26][CH3:27])=[O:34])=[O:10])([CH3:15])([CH3:14])[CH3:13]. The yield is 0.860. (6) The reactants are [O:1]([C:8]1[CH:13]=[CH:12][CH:11]=[CH:10][C:9]=1[NH:14][C:15]([C:17]1[CH:22]=[C:21]([C:23]2[CH:28]=[CH:27][CH:26]=[CH:25][CH:24]=2)[C:20]([C:29]([O-:31])=[O:30])=[CH:19][CH:18]=1)=O)[C:2]1[CH:7]=[CH:6][CH:5]=[CH:4][CH:3]=1.[CH2:32](Cl)Cl. No catalyst specified. The product is [CH:6]1[C:7]2[C:15]([C:17]3[CH:22]=[C:21]([C:23]4[CH:28]=[CH:27][CH:26]=[CH:25][CH:24]=4)[C:20]([C:29]([O:31][CH3:32])=[O:30])=[CH:19][CH:18]=3)=[N:14][C:9]3[CH:10]=[CH:11][CH:12]=[CH:13][C:8]=3[O:1][C:2]=2[CH:3]=[CH:4][CH:5]=1. The yield is 0.780. (7) The reactants are [CH3:1][CH:2]([CH3:17])[C@@H:3]([NH:6][C:7]1[CH:12]=[CH:11][C:10]([C:13]([F:16])([F:15])[F:14])=[CH:9][CH:8]=1)[CH2:4][NH2:5].[C:18]1([CH2:24][C:25]([OH:27])=[O:26])[CH:23]=[CH:22][CH:21]=[CH:20][CH:19]=1.Cl.C(N=C=NCCCN(C)C)C.[OH2:40].ON1C2C=CC=CC=2N=N1.C(N(CC)CC)C. The catalyst is C(Cl)Cl. The product is [F:14][C:13]([F:16])([F:15])[C:10]([OH:26])=[O:40].[CH3:1][CH:2]([CH3:17])[C@@H:3]([NH:6][C:7]1[CH:12]=[CH:11][C:10]([C:13]([F:14])([F:15])[F:16])=[CH:9][CH:8]=1)[CH2:4][NH:5][C:25](=[O:27])[CH2:24][C:18]1[CH:19]=[CH:20][CH:21]=[CH:22][CH:23]=1. The yield is 0.260. (8) The reactants are C([O-])(O)=O.[Na+].[CH:19]1[C:18](SS[C:14]2[CH:19]=[CH:18][C:17]([N+]([O-])=O)=[C:16]([C:23](O)=O)[CH:15]=2)=[CH:17][C:16]([C:23](O)=O)=[C:15]([N+]([O-])=O)[CH:14]=1.O=[C:33]1O[C@H:38]([C@H:40]([CH2:42]O)O)[C:36]([O-])=[C:34]1O.Cl.Cl.[NH2:53][CH2:52][CH2:51][S:50][S:50][CH2:51][CH2:52][NH2:53]. No catalyst specified. The product is [C:23]([S:50][CH2:51][CH2:52][NH2:53])([C:16]1[CH:15]=[CH:14][CH:19]=[CH:18][CH:17]=1)([C:19]1[CH:18]=[CH:17][CH:16]=[CH:15][CH:14]=1)[C:33]1[CH:42]=[CH:40][CH:38]=[CH:36][CH:34]=1. The yield is 0.930. (9) The reactants are [C:1]([O:5][C:6]([NH:8][C@H:9]([C:34]([O:36][CH3:37])=[O:35])[CH2:10][C:11]1[S:12][C:13]([CH:16]=[CH:17][CH2:18][C:19]2[CH:24]=[CH:23][CH:22]=[C:21]([N:25]([C:27]([O:29][C:30]([CH3:33])([CH3:32])[CH3:31])=[O:28])[CH3:26])[N:20]=2)=[CH:14][CH:15]=1)=[O:7])([CH3:4])([CH3:3])[CH3:2]. The catalyst is C(O)C.[Pd]. The product is [C:1]([O:5][C:6]([NH:8][C@H:9]([C:34]([O:36][CH3:37])=[O:35])[CH2:10][C:11]1[S:12][C:13]([CH2:16][CH2:17][CH2:18][C:19]2[CH:24]=[CH:23][CH:22]=[C:21]([N:25]([C:27]([O:29][C:30]([CH3:32])([CH3:31])[CH3:33])=[O:28])[CH3:26])[N:20]=2)=[CH:14][CH:15]=1)=[O:7])([CH3:4])([CH3:2])[CH3:3]. The yield is 0.990.